Dataset: Full USPTO retrosynthesis dataset with 1.9M reactions from patents (1976-2016). Task: Predict the reactants needed to synthesize the given product. The reactants are: C([N:8]([C:16]([O:18][C:19]([CH3:22])([CH3:21])[CH3:20])=[O:17])[C:9]1[CH:10]=[CH:11][C:12](Cl)=[N:13][CH:14]=1)(OC(C)(C)C)=O.CN1C[CH2:27][CH2:26][C:25]1=O.C([Mg]Cl)(C)C.C(O)(=O)CC(CC(O)=O)(C(O)=O)O.C1(C)C(C)=CC=CC=1.CC1CCCCC1. Given the product [C:16]([NH:8][C:9]1[CH:10]=[CH:11][C:12]([CH:26]([CH3:27])[CH3:25])=[N:13][CH:14]=1)([O:18][C:19]([CH3:20])([CH3:21])[CH3:22])=[O:17], predict the reactants needed to synthesize it.